Dataset: Reaction yield outcomes from USPTO patents with 853,638 reactions. Task: Predict the reaction yield, written as a fraction of the theoretical maximum amount of product (1.0 means a 100% yield; for example, 0.34 means a 34% yield). (1) The reactants are [CH3:1][O:2][C:3]1[C:8]2[N:9]=[C:10]([C:12]([CH:14]3[CH2:19][CH2:18][NH:17][CH2:16][CH2:15]3)=[O:13])[S:11][C:7]=2[CH:6]=[CH:5][CH:4]=1.Cl[CH2:21][C:22]([C:24]1[CH:25]=[CH:26][C:27]2[O:32][CH2:31][C:30](=[O:33])[NH:29][C:28]=2[CH:34]=1)=[O:23].CCN(C(C)C)C(C)C. The catalyst is CN(C=O)C. The product is [CH3:1][O:2][C:3]1[C:8]2[N:9]=[C:10]([C:12]([CH:14]3[CH2:19][CH2:18][N:17]([CH2:21][C:22]([C:24]4[CH:25]=[CH:26][C:27]5[O:32][CH2:31][C:30](=[O:33])[NH:29][C:28]=5[CH:34]=4)=[O:23])[CH2:16][CH2:15]3)=[O:13])[S:11][C:7]=2[CH:6]=[CH:5][CH:4]=1. The yield is 0.810. (2) The reactants are [F:1][C:2]1[CH:9]=[CH:8][C:7]([F:10])=[CH:6][C:3]=1[CH:4]=O.[N+:11]([CH2:14][CH3:15])([O-:13])=[O:12].C1(N)CCCCC1. The catalyst is C(O)(=O)C. The product is [F:1][C:2]1[CH:9]=[CH:8][C:7]([F:10])=[CH:6][C:3]=1[CH:4]=[C:14]([N+:11]([O-:13])=[O:12])[CH3:15]. The yield is 0.813. (3) The reactants are Cl[C:2]1[N:7]=[C:6]([NH:8][CH2:9][CH2:10][CH3:11])[N:5]=[C:4]([NH:12][CH2:13][CH2:14][CH3:15])[N:3]=1.[CH2:16]([O:23][NH:24][CH3:25])[C:17]1[CH:22]=[CH:21][CH:20]=[CH:19][CH:18]=1. No catalyst specified. The product is [CH2:16]([O:23][N:24]([C:2]1[N:7]=[C:6]([NH:8][CH2:9][CH2:10][CH3:11])[N:5]=[C:4]([NH:12][CH2:13][CH2:14][CH3:15])[N:3]=1)[CH3:25])[C:17]1[CH:22]=[CH:21][CH:20]=[CH:19][CH:18]=1. The yield is 0.290. (4) The reactants are [S:1]1[C:5]2[CH:6]=[C:7]([C:10]([OH:12])=O)[CH:8]=[CH:9][C:4]=2[N:3]=[CH:2]1.[CH3:13][CH2:14]N(C(C)C)C(C)C.CN(C(ON1N=[N:37][C:32]2[CH:33]=[CH:34][CH:35]=[N:36][C:31]1=2)=[N+](C)C)C.F[P-](F)(F)(F)(F)F.[C:46]([OH:53])(=[O:52])/[CH:47]=[CH:48]/[C:49]([OH:51])=[O:50]. The catalyst is CCO.CN(C=O)C.C1COCC1. The product is [N:36]12[CH2:35][C@H:34]([CH2:13][CH2:14]1)[CH2:33][C@@H:32]([NH:37][C:10]([C:7]1[CH:8]=[CH:9][C:4]3[N:3]=[CH:2][S:1][C:5]=3[CH:6]=1)=[O:12])[CH2:31]2.[C:46]([O-:53])(=[O:52])/[CH:47]=[CH:48]/[C:49]([O-:51])=[O:50]. The yield is 0.810. (5) The reactants are [CH2:1]1[C:10]2[C:5](=[CH:6][CH:7]=[CH:8][CH:9]=2)[CH2:4][CH2:3][O:2]1.[Mn]([O-])(=O)(=O)=[O:12].[K+]. The catalyst is ClCCl.[O-2].[O-2].[Mn+4]. The product is [C:1]1(=[O:12])[C:10]2[CH:9]=[CH:8][CH:7]=[CH:6][C:5]=2[CH2:4][CH2:3][O:2]1. The yield is 0.490. (6) The reactants are [C:1]1(/[CH:7]=[CH:8]/[C:9]([O:11][CH3:12])=[O:10])[CH:6]=[CH:5][CH:4]=[CH:3][CH:2]=1.C(#N)C.[NH:16]1[CH:20]=[C:19]([C:21]2[C:22]3[CH:29]=[CH:28][N:27]([CH2:30][O:31][CH2:32][CH2:33][Si:34]([CH3:37])([CH3:36])[CH3:35])[C:23]=3[N:24]=[CH:25][N:26]=2)[CH:18]=[N:17]1.C1CCN2C(=NCCC2)CC1. No catalyst specified. The product is [C:1]1([CH:7]([N:16]2[CH:20]=[C:19]([C:21]3[C:22]4[CH:29]=[CH:28][N:27]([CH2:30][O:31][CH2:32][CH2:33][Si:34]([CH3:37])([CH3:36])[CH3:35])[C:23]=4[N:24]=[CH:25][N:26]=3)[CH:18]=[N:17]2)[CH2:8][C:9]([O:11][CH3:12])=[O:10])[CH:6]=[CH:5][CH:4]=[CH:3][CH:2]=1. The yield is 0.700.